Task: Regression. Given a peptide amino acid sequence and an MHC pseudo amino acid sequence, predict their binding affinity value. This is MHC class I binding data.. Dataset: Peptide-MHC class I binding affinity with 185,985 pairs from IEDB/IMGT (1) The binding affinity (normalized) is 0.0847. The peptide sequence is ELRQLAQSL. The MHC is HLA-B27:03 with pseudo-sequence HLA-B27:03. (2) The peptide sequence is WGYSLNFM. The MHC is H-2-Kb with pseudo-sequence H-2-Kb. The binding affinity (normalized) is 0.246. (3) The peptide sequence is TVMEIAGLY. The MHC is HLA-B15:01 with pseudo-sequence HLA-B15:01. The binding affinity (normalized) is 0.719. (4) The peptide sequence is NPNSPSITY. The MHC is HLA-B40:01 with pseudo-sequence HLA-B40:01. The binding affinity (normalized) is 0.0847. (5) The peptide sequence is NLFDWMHFL. The MHC is HLA-A02:11 with pseudo-sequence HLA-A02:11. The binding affinity (normalized) is 1.00. (6) The binding affinity (normalized) is 0.0847. The MHC is HLA-B51:01 with pseudo-sequence HLA-B51:01. The peptide sequence is GIADFIIFK.